Dataset: Catalyst prediction with 721,799 reactions and 888 catalyst types from USPTO. Task: Predict which catalyst facilitates the given reaction. (1) The catalyst class is: 68. Product: [CH2:1]([N:8]1[C:19](=[O:20])[C:18]2[CH:21]=[CH:22][CH:23]=[CH:24][C:17]=2[O:16][C:10]2([CH2:11][CH2:12][N:13]([C:31]([NH:30][CH:25]3[CH2:29][CH2:28][CH2:27][CH2:26]3)=[O:32])[CH2:14][CH2:15]2)[CH2:9]1)[C:2]1[CH:3]=[CH:4][CH:5]=[CH:6][CH:7]=1. Reactant: [CH2:1]([N:8]1[C:19](=[O:20])[C:18]2[CH:21]=[CH:22][CH:23]=[CH:24][C:17]=2[O:16][C:10]2([CH2:15][CH2:14][NH:13][CH2:12][CH2:11]2)[CH2:9]1)[C:2]1[CH:7]=[CH:6][CH:5]=[CH:4][CH:3]=1.[CH:25]1([N:30]=[C:31]=[O:32])[CH2:29][CH2:28][CH2:27][CH2:26]1.C(O)C(N)(CO)CO. (2) Reactant: [C:1]([C@H:3]1[CH2:7][NH:6][C@H:5]([C:8]([NH:10][C:11]2[CH:16]=[CH:15][C:14]([O:17][C:18]3[CH:23]=[CH:22][C:21]([F:24])=[CH:20][CH:19]=3)=[CH:13][CH:12]=2)=[O:9])[CH2:4]1)#[N:2].[N:25]1([CH2:30][C:31](O)=[O:32])[CH:29]=[N:28][CH:27]=[N:26]1.CCN(C(C)C)C(C)C.CN(C(ON1N=NC2C=CC=NC1=2)=[N+](C)C)C.F[P-](F)(F)(F)(F)F. Product: [N:25]1([CH2:30][C:31]([N:6]2[CH2:7][C@H:3]([C:1]#[N:2])[CH2:4][C@H:5]2[C:8]([NH:10][C:11]2[CH:12]=[CH:13][C:14]([O:17][C:18]3[CH:19]=[CH:20][C:21]([F:24])=[CH:22][CH:23]=3)=[CH:15][CH:16]=2)=[O:9])=[O:32])[CH:29]=[N:28][CH:27]=[N:26]1. The catalyst class is: 3. (3) Reactant: [Cl:1][C:2]1[CH:7]=[CH:6][C:5]([F:8])=[CH:4][C:3]=1[OH:9].C(=O)([O-])[O-].[Cs+].[Cs+].[C:16]([O:20][C:21]([N:23]1[CH2:28][CH2:27][CH:26](OS(C)(=O)=O)[CH2:25][CH2:24]1)=[O:22])([CH3:19])([CH3:18])[CH3:17]. Product: [C:16]([O:20][C:21]([N:23]1[CH2:28][CH2:27][CH:26]([O:9][C:3]2[CH:4]=[C:5]([F:8])[CH:6]=[CH:7][C:2]=2[Cl:1])[CH2:25][CH2:24]1)=[O:22])([CH3:19])([CH3:17])[CH3:18]. The catalyst class is: 18. (4) Reactant: C(O[C:4](=[O:16])[CH2:5][N:6]1[CH2:11][CH2:10][N:9]([CH2:12][CH3:13])[C:8](=[O:14])[C:7]1=[O:15])C.O.[NH2:18][NH2:19]. Product: [CH2:12]([N:9]1[CH2:10][CH2:11][N:6]([CH2:5][C:4]([NH:18][NH2:19])=[O:16])[C:7](=[O:15])[C:8]1=[O:14])[CH3:13]. The catalyst class is: 8.